From a dataset of Forward reaction prediction with 1.9M reactions from USPTO patents (1976-2016). Predict the product of the given reaction. (1) Given the reactants CN(C)C=O.C(Cl)(=O)C(Cl)=O.[C:12]1([C:18]2[N:23]=[CH:22][C:21]([C:24]([OH:26])=O)=[CH:20][CH:19]=2)[CH:17]=[CH:16][CH:15]=[CH:14][CH:13]=1.[NH2:27][C:28]1[CH:40]=[C:39]([C:41]2[CH:46]=[CH:45][CH:44]=[CH:43][CH:42]=2)[CH:38]=[CH:37][C:29]=1[C:30]([O:32][C:33]([CH3:36])([CH3:35])[CH3:34])=[O:31], predict the reaction product. The product is: [C:41]1([C:39]2[CH:38]=[CH:37][C:29]([C:30]([O:32][C:33]([CH3:36])([CH3:34])[CH3:35])=[O:31])=[C:28]([NH:27][C:24]([C:21]3[CH:22]=[N:23][C:18]([C:12]4[CH:13]=[CH:14][CH:15]=[CH:16][CH:17]=4)=[CH:19][CH:20]=3)=[O:26])[CH:40]=2)[CH:42]=[CH:43][CH:44]=[CH:45][CH:46]=1. (2) Given the reactants [Cl:1][C:2]1[C:7]([NH2:8])=[C:6]([NH:9][CH3:10])[CH:5]=[CH:4][N:3]=1.O.C(O[C:16](=O)[CH3:17])(=O)C, predict the reaction product. The product is: [Cl:1][C:2]1[C:7]2[N:8]=[C:16]([CH3:17])[N:9]([CH3:10])[C:6]=2[CH:5]=[CH:4][N:3]=1. (3) Given the reactants [Cl:1][C:2]1[N:3]=[C:4](Cl)[C:5]2[CH:10]=[CH:9][N:8]([S:11]([C:14]3[CH:19]=[CH:18][C:17]([CH3:20])=[CH:16][CH:15]=3)(=[O:13])=[O:12])[C:6]=2[N:7]=1.[F:22][C:23]([F:27])([F:26])[CH2:24][NH2:25].CCN(C(C)C)C(C)C, predict the reaction product. The product is: [Cl:1][C:2]1[N:3]=[C:4]([NH:25][CH2:24][C:23]([F:27])([F:26])[F:22])[C:5]2[CH:10]=[CH:9][N:8]([S:11]([C:14]3[CH:19]=[CH:18][C:17]([CH3:20])=[CH:16][CH:15]=3)(=[O:13])=[O:12])[C:6]=2[N:7]=1.